From a dataset of Full USPTO retrosynthesis dataset with 1.9M reactions from patents (1976-2016). Predict the reactants needed to synthesize the given product. (1) Given the product [CH3:55][O:54][C:50]1[CH:49]=[C:48]([NH:47][C:46]2[C:45]3[C:40](=[C:41]([CH3:68])[CH:42]=[C:43]([S:56]([C:59]4[CH:67]=[CH:66][CH:65]=[C:61]([C:62]([N:76]5[CH2:77][CH2:78][C:73](=[O:72])[CH2:74][CH2:75]5)=[O:64])[CH:60]=4)(=[O:57])=[O:58])[CH:44]=3)[N:39]=[CH:38][C:37]=2[C:34]([NH2:35])=[O:36])[CH:53]=[CH:52][CH:51]=1, predict the reactants needed to synthesize it. The reactants are: CN(C(ON1N=NC2C=CC=NC1=2)=[N+](C)C)C.F[P-](F)(F)(F)(F)F.CCN(C(C)C)C(C)C.[C:34]([C:37]1[CH:38]=[N:39][C:40]2[C:45]([C:46]=1[NH:47][C:48]1[CH:53]=[CH:52][CH:51]=[C:50]([O:54][CH3:55])[CH:49]=1)=[CH:44][C:43]([S:56]([C:59]1[CH:60]=[C:61]([CH:65]=[CH:66][CH:67]=1)[C:62]([OH:64])=O)(=[O:58])=[O:57])=[CH:42][C:41]=2[CH3:68])(=[O:36])[NH2:35].O1[C:73]2([CH2:78][CH2:77][NH:76][CH2:75][CH2:74]2)[O:72]CC1.Cl. (2) The reactants are: Br[C:2]1[CH:7]=[CH:6][C:5]([C:8]([N:10]2[CH2:15][CH2:14][N:13]([C:16]3[C:21]([CH3:22])=[CH:20][C:19]([CH3:23])=[CH:18][N:17]=3)[CH2:12][CH2:11]2)=[O:9])=[C:4]([N+:24]([O-:26])=[O:25])[CH:3]=1.[O:27]1[CH2:31][CH2:30][NH:29][C:28]1=[O:32]. Given the product [CH3:22][C:21]1[C:16]([N:13]2[CH2:14][CH2:15][N:10]([C:8]([C:5]3[CH:6]=[CH:7][C:2]([N:29]4[CH2:30][CH2:31][O:27][C:28]4=[O:32])=[CH:3][C:4]=3[N+:24]([O-:26])=[O:25])=[O:9])[CH2:11][CH2:12]2)=[N:17][CH:18]=[C:19]([CH3:23])[CH:20]=1, predict the reactants needed to synthesize it. (3) The reactants are: [NH2:1][CH:2]1[CH2:6][CH2:5][N:4]([CH3:7])[C:3]1=[O:8].S([O-])([O-])(=O)=O.[Mg+2].[CH3:15][C:16]1[N:21]=[C:20]([CH:22]=O)[CH:19]=[CH:18][CH:17]=1.[CH:24](S(C1C=CC=CC=1)(=O)=O)=[CH2:25].CC(C)([O-])C.[K+].C(O)(=O)C. Given the product [CH3:7][N:4]1[C:3](=[O:8])[C:2]2([CH2:25][CH2:24][C:22]([C:20]3[CH:19]=[CH:18][CH:17]=[C:16]([CH3:15])[N:21]=3)=[N:1]2)[CH2:6][CH2:5]1, predict the reactants needed to synthesize it. (4) Given the product [CH3:33][O:32][C:30](=[O:31])[CH2:29][O:20][C:14]1[CH:13]=[CH:12][C:11]2[C:16](=[CH:17][CH:18]=[C:9]([CH2:8][NH:7][C:6]([O:5][C:1]([CH3:4])([CH3:2])[CH3:3])=[O:21])[CH:10]=2)[C:15]=1[Br:19], predict the reactants needed to synthesize it. The reactants are: [C:1]([O:5][C:6](=[O:21])[NH:7][CH2:8][C:9]1[CH:18]=[CH:17][C:16]2[C:11](=[CH:12][CH:13]=[C:14]([OH:20])[C:15]=2[Br:19])[CH:10]=1)([CH3:4])([CH3:3])[CH3:2].C(=O)([O-])[O-].[K+].[K+].Br[CH2:29][C:30]([O:32][CH3:33])=[O:31]. (5) Given the product [CH3:5][C:2]([C:6]1[CH:15]=[C:14]2[C:9]([CH:10]=[C:11]([C:20]([O:22][CH2:23][CH3:24])=[O:21])[CH:12]([C:16]([F:18])([F:17])[F:19])[O:13]2)=[CH:8][CH:7]=1)([CH3:1])[CH2:3][NH:28][CH2:25][CH2:26][CH3:27], predict the reactants needed to synthesize it. The reactants are: [CH3:1][C:2]([C:6]1[CH:15]=[C:14]2[C:9]([CH:10]=[C:11]([C:20]([O:22][CH2:23][CH3:24])=[O:21])[CH:12]([C:16]([F:19])([F:18])[F:17])[O:13]2)=[CH:8][CH:7]=1)([CH3:5])[CH:3]=O.[CH2:25]([NH2:28])[CH2:26][CH3:27].C([BH3-])#N.[Na+]. (6) The reactants are: [CH:1]([NH:4][CH2:5][CH2:6][NH2:7])([CH3:3])[CH3:2].Cl[C:9]1[N:14]=[C:13]([O:15][CH3:16])[C:12]([N+:17]([O-:19])=[O:18])=[C:11]([O:20][CH3:21])[N:10]=1. Given the product [CH3:16][O:15][C:13]1[C:12]([N+:17]([O-:19])=[O:18])=[C:11]([O:20][CH3:21])[N:10]=[C:9]([NH:7][CH2:6][CH2:5][NH:4][CH:1]([CH3:3])[CH3:2])[N:14]=1, predict the reactants needed to synthesize it.